The task is: Predict the reactants needed to synthesize the given product.. This data is from Full USPTO retrosynthesis dataset with 1.9M reactions from patents (1976-2016). Given the product [CH2:16]([N:3]([CH2:1][CH3:2])[CH2:4][CH2:5][CH2:6][O:7][C:8]1[CH:13]=[CH:12][C:11]([NH:14][CH:19]=[C:20]2[C:28]3[C:23](=[CH:24][CH:25]=[CH:26][CH:27]=3)[NH:22][C:21]2=[O:29])=[CH:10][C:9]=1[F:15])[CH3:17], predict the reactants needed to synthesize it. The reactants are: [CH2:1]([N:3]([CH2:16][CH3:17])[CH2:4][CH2:5][CH2:6][O:7][C:8]1[CH:13]=[CH:12][C:11]([NH2:14])=[CH:10][C:9]=1[F:15])[CH3:2].O[CH:19]=[C:20]1[C:28]2[C:23](=[CH:24][CH:25]=[CH:26][CH:27]=2)[NH:22][C:21]1=[O:29].